Dataset: Full USPTO retrosynthesis dataset with 1.9M reactions from patents (1976-2016). Task: Predict the reactants needed to synthesize the given product. (1) Given the product [Cl:1][C:2]1[CH:3]=[CH:4][C:5]2[N:6]([C:8]([CH3:14])=[C:9]([C:11]#[N:13])[N:10]=2)[N:7]=1, predict the reactants needed to synthesize it. The reactants are: [Cl:1][C:2]1[CH:3]=[CH:4][C:5]2[N:6]([C:8]([CH3:14])=[C:9]([C:11]([NH2:13])=O)[N:10]=2)[N:7]=1.FC(F)(F)C(OC(=O)C(F)(F)F)=O.Cl. (2) Given the product [NH:24]1[CH2:25][CH2:26][CH:21]([CH:8]2[C:9]3=[N:10][NH:11][C:12](=[O:20])[C:13]4[CH:14]=[CH:15][CH:16]=[C:17]([C:18]=43)[NH:19][CH:7]2[C:4]2[CH:3]=[CH:2][N:1]=[CH:6][CH:5]=2)[CH2:22][CH2:23]1, predict the reactants needed to synthesize it. The reactants are: [N:1]1[CH:6]=[CH:5][C:4]([CH:7]2[NH:19][C:17]3[C:18]4[C:9](=[N:10][NH:11][C:12](=[O:20])[C:13]=4[CH:14]=[CH:15][CH:16]=3)[CH:8]2[C:21]2[CH:26]=[CH:25][N:24]=[CH:23][CH:22]=2)=[CH:3][CH:2]=1. (3) Given the product [C:1]([CH2:4][CH2:5][NH:6][C:7]1[CH:12]=[CH:11][C:10]([C:85]2[CH:84]=[C:83]([C:71]3[CH:72]=[CH:73][C:74]([O:75][S:76]([C:79]([F:80])([F:81])[F:82])(=[O:78])=[O:77])=[CH:69][CH:70]=3)[CH:88]=[CH:87][C:86]=2[C:89]([O:91][CH2:92][CH3:93])=[O:90])=[CH:9][C:8]=1[C:31]([CH3:34])([CH3:33])[CH3:32])(=[O:3])[CH3:2], predict the reactants needed to synthesize it. The reactants are: [C:1]([CH2:4][CH2:5][NH:6][C:7]1[CH:12]=[CH:11][C:10](C2C=C(C3C=CC(C(OCC)=O)=CC=3)C=CC=2O)=[CH:9][C:8]=1[C:31]([CH3:34])([CH3:33])[CH3:32])(=[O:3])[CH3:2].C(N(CC)CC)C.S(OS(C(F)(F)F)(=O)=O)(C(F)(F)F)(=O)=O.C(CCNC1C=CC([C:69]2[CH:70]=[C:71]([C:83]3[CH:88]=[CH:87][C:86]([C:89]([O:91][CH2:92][CH3:93])=[O:90])=[CH:85][CH:84]=3)[CH:72]=[CH:73][C:74]=2[O:75][S:76]([C:79]([F:82])([F:81])[F:80])(=[O:78])=[O:77])=CC=1C(C)(C)C)(=O)C. (4) The reactants are: [F:1][C:2]1[CH:3]=[C:4]([CH2:12][C:13](O)=[O:14])[CH:5]=[C:6]([F:11])[C:7]=1[N+:8]([O-:10])=[O:9]. Given the product [F:1][C:2]1[CH:3]=[C:4]([CH2:12][CH2:13][OH:14])[CH:5]=[C:6]([F:11])[C:7]=1[N+:8]([O-:10])=[O:9], predict the reactants needed to synthesize it. (5) Given the product [O:1]1[CH2:6][CH2:5][N:4]([CH2:7][CH2:8][O:9][C:10]2[CH:18]=[C:17]3[C:13]([C:14]([C:26]4[CH:31]=[CH:30][C:29]([Cl:32])=[CH:28][CH:27]=4)=[C:15]([C:20]4[CH:25]=[N:36][CH:23]=[N:22][CH:21]=4)[C:16]3=[O:19])=[CH:12][CH:11]=2)[CH2:3][CH2:2]1, predict the reactants needed to synthesize it. The reactants are: [O:1]1[CH2:6][CH2:5][N:4]([CH2:7][CH2:8][O:9][C:10]2[CH:18]=[C:17]3[C:13]([C:14]([C:26]4[CH:31]=[CH:30][C:29]([Cl:32])=[CH:28][CH:27]=4)=[C:15]([C:20]4[CH:21]=[N:22][CH:23]=C[CH:25]=4)[C:16]3=[O:19])=[CH:12][CH:11]=2)[CH2:3][CH2:2]1.O1CC[N:36](CCOC2C=C3C(C(C4C=CC=CC=4)=C(Br)C3=O)=CC=2)CC1.N1C=C(B(O)O)C=NC=1.